From a dataset of Peptide-MHC class II binding affinity with 134,281 pairs from IEDB. Regression. Given a peptide amino acid sequence and an MHC pseudo amino acid sequence, predict their binding affinity value. This is MHC class II binding data. (1) The peptide sequence is YATFFIKANSKFIGITE. The MHC is DRB3_0202 with pseudo-sequence DRB3_0202. The binding affinity (normalized) is 0.464. (2) The peptide sequence is DGGRRKKGGWFGKHRGQGGSNP. The MHC is DRB1_1101 with pseudo-sequence DRB1_1101. The binding affinity (normalized) is 0.498. (3) The peptide sequence is KEVSGVKGFTLGRDG. The MHC is DRB3_0301 with pseudo-sequence DRB3_0301. The binding affinity (normalized) is 0. (4) The peptide sequence is PTPKIIEECEHLEDG. The MHC is DRB1_1301 with pseudo-sequence DRB1_1301. The binding affinity (normalized) is 0.